From a dataset of Reaction yield outcomes from USPTO patents with 853,638 reactions. Predict the reaction yield, written as a fraction of the theoretical maximum amount of product (1.0 means a 100% yield; for example, 0.34 means a 34% yield). (1) The reactants are Br[C:2]1[CH:3]=[C:4]2[C:8](=[CH:9][C:10]=1[Cl:11])[NH:7][CH:6]=[CH:5]2.C(=O)([O-])[O-].[Na+].[Na+].[CH3:18][O:19][C:20]1[CH:25]=[CH:24][C:23](B(O)O)=[CH:22][CH:21]=1.[NH4+].[Cl-]. The catalyst is CCO.C1(C)C=CC=CC=1.O.C1C=CC([P]([Pd]([P](C2C=CC=CC=2)(C2C=CC=CC=2)C2C=CC=CC=2)([P](C2C=CC=CC=2)(C2C=CC=CC=2)C2C=CC=CC=2)[P](C2C=CC=CC=2)(C2C=CC=CC=2)C2C=CC=CC=2)(C2C=CC=CC=2)C2C=CC=CC=2)=CC=1. The product is [Cl:11][C:10]1[CH:9]=[C:8]2[C:4]([CH:5]=[CH:6][NH:7]2)=[CH:3][C:2]=1[C:23]1[CH:24]=[CH:25][C:20]([O:19][CH3:18])=[CH:21][CH:22]=1. The yield is 0.390. (2) The reactants are [CH3:1][C:2]1([CH3:22])[O:7][C:6](=[O:8])[NH:5][C:4]2[CH:9]=[CH:10][C:11]([C:13]3[CH:14]=[C:15]([CH:18]=[C:19]([F:21])[CH:20]=3)[C:16]#[N:17])=[CH:12][C:3]1=2.[H-].[Na+].Cl[CH2:26][O:27][CH3:28]. The catalyst is CN(C=O)C. The product is [F:21][C:19]1[CH:18]=[C:15]([CH:14]=[C:13]([C:11]2[CH:10]=[CH:9][C:4]3[N:5]([CH2:26][O:27][CH3:28])[C:6](=[O:8])[O:7][C:2]([CH3:22])([CH3:1])[C:3]=3[CH:12]=2)[CH:20]=1)[C:16]#[N:17]. The yield is 0.650. (3) The reactants are [NH2-].[Li+].[CH3:3][O:4][C:5]([CH3:11])([O:7][CH2:8][C:9]#[CH:10])[CH3:6].Br[CH2:13][CH3:14]. The catalyst is CCCCCC. The product is [CH3:3][O:4][C:5]([CH3:11])([O:7][CH2:8][C:9]#[C:10][CH2:13][CH3:14])[CH3:6]. The yield is 0.853. (4) The reactants are [C:1]([Si:5]([CH3:37])([CH3:36])[O:6][CH:7]([C:32]([CH3:35])([CH3:34])[CH3:33])[CH2:8][O:9][C:10]1[CH:15]=[CH:14][C:13]([C:16]([C:21]2[S:25][C:24]([S:26](Cl)(=[O:28])=[O:27])=[C:23]([CH3:30])[CH:22]=2)([CH2:19][CH3:20])[CH2:17][CH3:18])=[CH:12][C:11]=1[CH3:31])([CH3:4])([CH3:3])[CH3:2].[NH4+:38].[OH-]. No catalyst specified. The product is [C:1]([Si:5]([CH3:37])([CH3:36])[O:6][CH:7]([C:32]([CH3:35])([CH3:34])[CH3:33])[CH2:8][O:9][C:10]1[CH:15]=[CH:14][C:13]([C:16]([C:21]2[S:25][C:24]([S:26]([NH2:38])(=[O:28])=[O:27])=[C:23]([CH3:30])[CH:22]=2)([CH2:19][CH3:20])[CH2:17][CH3:18])=[CH:12][C:11]=1[CH3:31])([CH3:4])([CH3:3])[CH3:2]. The yield is 0.390.